Task: Predict the reactants needed to synthesize the given product.. Dataset: Full USPTO retrosynthesis dataset with 1.9M reactions from patents (1976-2016) (1) Given the product [CH3:1][C:2]1[C:10]([O:11][C@H:12]2[CH2:17][CH2:16][CH2:15][C@@H:14]([N:18]3[CH2:23][CH2:22][CH2:21][CH2:20][CH2:19]3)[CH2:13]2)=[CH:9][CH:8]=[C:7]2[C:3]=1[CH:4]=[N:5][NH:6]2, predict the reactants needed to synthesize it. The reactants are: [CH3:1][C:2]1[C:10]([O:11][C@@H:12]2[CH2:17][CH2:16][CH2:15][C@H:14]([NH2:18])[CH2:13]2)=[CH:9][CH:8]=[C:7]2[C:3]=1[CH:4]=[N:5][NH:6]2.[CH:19](=O)[CH2:20][CH2:21][CH2:22][CH:23]=O.C([BH3-])#N.[Na+].C(O)(=O)C. (2) Given the product [OH:20][CH2:19][CH2:18][NH:17][C:5]1[N:6]=[C:7]2[C:2]([NH:1][C:53](=[O:55])[N:8]2[C:9]2[CH:14]=[CH:13][CH:12]=[CH:11][C:10]=2[O:15][CH3:16])=[C:3]([C:21]([NH2:29])=[O:23])[N:4]=1, predict the reactants needed to synthesize it. The reactants are: [NH2:1][C:2]1[C:3]([C:21]([O:23]CC)=O)=[N:4][C:5]([NH:17][CH2:18][CH2:19][OH:20])=[N:6][C:7]=1[NH:8][C:9]1[CH:14]=[CH:13][CH:12]=[CH:11][C:10]=1[O:15][CH3:16].OCC[NH:29]C1N=C(C(OCC)=O)C([N+]([O-])=O)=C(NC2C=CC=CC=2OC)N=1.[CH2:53]([OH:55])C.